Dataset: Reaction yield outcomes from USPTO patents with 853,638 reactions. Task: Predict the reaction yield, written as a fraction of the theoretical maximum amount of product (1.0 means a 100% yield; for example, 0.34 means a 34% yield). (1) The reactants are [F:1][C:2]1[CH:3]=[C:4]([C:8]2[N:9]=[C:10]([NH2:21])[C:11](N)=[N:12][C:13]=2[C:14]2[CH:19]=[CH:18][N:17]=[CH:16][CH:15]=2)[CH:5]=[CH:6][CH:7]=1.N([O-])=[O:23].[Na+].C([O-])(O)=O.[Na+]. The catalyst is Cl.O. The product is [NH2:21][C:10]1[C:11]([OH:23])=[N:12][C:13]([C:14]2[CH:19]=[CH:18][N:17]=[CH:16][CH:15]=2)=[C:8]([C:4]2[CH:5]=[CH:6][CH:7]=[C:2]([F:1])[CH:3]=2)[N:9]=1. The yield is 0.360. (2) The reactants are C([O:3][C:4](=[O:57])[CH2:5][CH2:6][CH2:7][CH2:8][CH2:9][NH:10][C:11]([NH:13][C:14]1[CH:19]=[C:18]([NH:20][C:21]([O:23][CH2:24][CH2:25][Si:26]([CH3:29])([CH3:28])[CH3:27])=[O:22])[CH:17]=[C:16]([CH3:30])[C:15]=1[C:31]1[CH:36]=[CH:35][CH:34]=[C:33]([S:37]([C:40]2[CH:44]=[C:43]([C:45]([NH:47][C:48]([O:50][C:51]([CH3:54])([CH3:53])[CH3:52])=[O:49])=[NH:46])[S:42][C:41]=2[S:55][CH3:56])(=[O:39])=[O:38])[CH:32]=1)=[O:12])C.[Li+].[OH-]. The catalyst is C1COCC1.O. The product is [C:51]([O:50][C:48]([NH:47][C:45](=[NH:46])[C:43]1[S:42][C:41]([S:55][CH3:56])=[C:40]([S:37]([C:33]2[CH:32]=[C:31]([C:15]3[C:16]([CH3:30])=[CH:17][C:18]([NH:20][C:21]([O:23][CH2:24][CH2:25][Si:26]([CH3:27])([CH3:29])[CH3:28])=[O:22])=[CH:19][C:14]=3[NH:13][C:11](=[O:12])[NH:10][CH2:9][CH2:8][CH2:7][CH2:6][CH2:5][C:4]([OH:57])=[O:3])[CH:36]=[CH:35][CH:34]=2)(=[O:39])=[O:38])[CH:44]=1)=[O:49])([CH3:54])([CH3:52])[CH3:53]. The yield is 0.990. (3) The reactants are [OH-].[K+].[CH2:3]([O:5][C:6](=[O:12])[C:7](Br)([CH3:10])[CH2:8][CH3:9])[CH3:4].[OH:13][C:14]1[CH:15]=[C:16]([CH2:20][CH2:21][NH:22][C:23](=[O:30])[CH2:24][CH2:25][CH2:26][CH2:27][CH2:28][CH3:29])[CH:17]=[CH:18][CH:19]=1.C(O)(=O)CCCCCC. The catalyst is C(O)C. The product is [CH2:3]([O:5][C:6](=[O:12])[C:7]([O:13][C:14]1[CH:19]=[CH:18][CH:17]=[C:16]([CH2:20][CH2:21][NH:22][C:23](=[O:30])[CH2:24][CH2:25][CH2:26][CH2:27][CH2:28][CH3:29])[CH:15]=1)([CH3:10])[CH2:8][CH3:9])[CH3:4]. The yield is 0.190. (4) The reactants are [NH:1]1[C:9]2[C:4](=[CH:5][C:6]([C:10]#[N:11])=[CH:7][CH:8]=2)[CH:3]=[CH:2]1.C([O-])([O-])=O.[Cs+].[Cs+].Cl[CH2:19][C:20]1[N:24]=[C:23]([C:25]2[CH:30]=[CH:29][CH:28]=[C:27]([C:31]([F:34])([F:33])[F:32])[CH:26]=2)[O:22][N:21]=1. The catalyst is CN(C=O)C. The product is [F:33][C:31]([F:32])([F:34])[C:27]1[CH:26]=[C:25]([C:23]2[O:22][N:21]=[C:20]([CH2:19][N:1]3[C:9]4[C:4](=[CH:5][C:6]([C:10]#[N:11])=[CH:7][CH:8]=4)[CH:3]=[CH:2]3)[N:24]=2)[CH:30]=[CH:29][CH:28]=1. The yield is 0.780. (5) The reactants are [C:1]([C:5]1[CH:30]=[CH:29][C:8]([CH2:9][O:10][C:11]2[C:20]3[C:19]([CH3:22])([CH3:21])[CH2:18][CH2:17][C:16]([CH3:24])([CH3:23])[C:15]=3[CH:14]=[C:13]([CH:25]([OH:28])[C:26]#[CH:27])[CH:12]=2)=[CH:7][CH:6]=1)([CH3:4])([CH3:3])[CH3:2].I[C:32]1[CH:40]=[CH:39][C:35]([C:36]([OH:38])=[O:37])=[CH:34][CH:33]=1. The catalyst is [Cu](I)I.Cl[Pd](Cl)([P](C1C=CC=CC=1)(C1C=CC=CC=1)C1C=CC=CC=1)[P](C1C=CC=CC=1)(C1C=CC=CC=1)C1C=CC=CC=1. The product is [C:1]([C:5]1[CH:30]=[CH:29][C:8]([CH2:9][O:10][C:11]2[C:20]3[C:19]([CH3:21])([CH3:22])[CH2:18][CH2:17][C:16]([CH3:23])([CH3:24])[C:15]=3[CH:14]=[C:13]([CH:25]([OH:28])[C:26]#[C:27][C:32]3[CH:40]=[CH:39][C:35]([C:36]([OH:38])=[O:37])=[CH:34][CH:33]=3)[CH:12]=2)=[CH:7][CH:6]=1)([CH3:2])([CH3:3])[CH3:4]. The yield is 0.710.